This data is from Full USPTO retrosynthesis dataset with 1.9M reactions from patents (1976-2016). The task is: Predict the reactants needed to synthesize the given product. (1) Given the product [CH:14]([N:12]([CH3:13])[C:11]1[C:2]([C:28]2[CH:29]=[C:30]3[C:25](=[CH:26][CH:27]=2)[NH:24][N:23]=[C:22]3[CH3:21])=[N:3][C:4]2[C:9]([N:10]=1)=[CH:8][C:7]([C:17]([O:19][CH3:20])=[O:18])=[CH:6][CH:5]=2)([CH3:16])[CH3:15], predict the reactants needed to synthesize it. The reactants are: Cl[C:2]1[C:11]([N:12]([CH:14]([CH3:16])[CH3:15])[CH3:13])=[N:10][C:9]2[C:4](=[CH:5][CH:6]=[C:7]([C:17]([O:19][CH3:20])=[O:18])[CH:8]=2)[N:3]=1.[CH3:21][C:22]1[C:30]2[C:25](=[CH:26][CH:27]=[C:28](B3OC(C)(C)C(C)(C)O3)[CH:29]=2)[NH:24][N:23]=1.[O-]P([O-])([O-])=O.[K+].[K+].[K+]. (2) Given the product [CH3:1][C:2]1[CH:3]=[C:4]([CH2:9][CH:10]([NH:16][C:17]([N:19]2[CH2:24][CH2:23][CH:22]([N:25]3[CH2:34][C:33]4[C:28](=[CH:29][CH:30]=[CH:31][CH:32]=4)[NH:27][C:26]3=[O:35])[CH2:21][CH2:20]2)=[O:18])[C:11]([OH:13])=[O:12])[CH:5]=[CH:6][C:7]=1[CH3:8], predict the reactants needed to synthesize it. The reactants are: [CH3:1][C:2]1[CH:3]=[C:4]([CH2:9][CH:10]([NH:16][C:17]([N:19]2[CH2:24][CH2:23][CH:22]([N:25]3[CH2:34][C:33]4[C:28](=[CH:29][CH:30]=[CH:31][CH:32]=4)[NH:27][C:26]3=[O:35])[CH2:21][CH2:20]2)=[O:18])[C:11]([O:13]CC)=[O:12])[CH:5]=[CH:6][C:7]=1[CH3:8].[OH-].[Na+]. (3) The reactants are: [OH:1][C:2]1[CH:7]=[CH:6][CH:5]=[CH:4][C:3]=1[C:8](/[C:10](=[CH:18]\[C:19]1[CH:24]=[CH:23][CH:22]=[CH:21][CH:20]=1)/C(OC(C)(C)C)=O)=[O:9].C1(C)C=CC(S(O)(=O)=O)=CC=1. Given the product [O:1]1[C:2]2[C:3](=[CH:4][CH:5]=[CH:6][CH:7]=2)[C:8](=[O:9])[CH2:10][C@@H:18]1[C:19]1[CH:24]=[CH:23][CH:22]=[CH:21][CH:20]=1, predict the reactants needed to synthesize it. (4) Given the product [CH3:28][O:27][C:24]1[CH:23]=[CH:22][C:21]([CH2:20][NH:19][C:15]2[N:14]=[C:13]([CH2:12][CH2:11][CH2:10][CH2:9][C:8](=[O:29])[CH:7]=[CH:40][C:31]3[CH:32]=[N:33][C:34]4[C:39](=[CH:38][CH:37]=[CH:36][CH:35]=4)[N:30]=3)[CH:18]=[CH:17][CH:16]=2)=[CH:26][CH:25]=1, predict the reactants needed to synthesize it. The reactants are: COP([CH2:7][C:8](=[O:29])[CH2:9][CH2:10][CH2:11][CH2:12][C:13]1[CH:18]=[CH:17][CH:16]=[C:15]([NH:19][CH2:20][C:21]2[CH:26]=[CH:25][C:24]([O:27][CH3:28])=[CH:23][CH:22]=2)[N:14]=1)(=O)OC.[N:30]1[C:39]2[C:34](=[CH:35][CH:36]=[CH:37][CH:38]=2)[N:33]=[CH:32][C:31]=1[CH:40]=O.[OH-].[Na+]. (5) Given the product [C:27]([O:26][C:24]([N:17]1[CH2:23][CH2:22][CH2:21][N:20]([C:2]2[CH:3]=[CH:4][C:5]([N+:14]([O-:16])=[O:15])=[C:6]([N:8]([CH3:13])[S:9]([CH3:12])(=[O:11])=[O:10])[CH:7]=2)[CH2:19][CH2:18]1)=[O:25])([CH3:30])([CH3:28])[CH3:29], predict the reactants needed to synthesize it. The reactants are: F[C:2]1[CH:3]=[CH:4][C:5]([N+:14]([O-:16])=[O:15])=[C:6]([N:8]([CH3:13])[S:9]([CH3:12])(=[O:11])=[O:10])[CH:7]=1.[N:17]1([C:24]([O:26][C:27]([CH3:30])([CH3:29])[CH3:28])=[O:25])[CH2:23][CH2:22][CH2:21][NH:20][CH2:19][CH2:18]1.C(=O)([O-])[O-].[K+].[K+].O. (6) Given the product [CH3:25][C:2]1([CH3:1])[O:7][C:6]2[C:8]3[C:13]([CH2:14][CH2:15][CH3:16])=[CH:12][C:11](=[O:17])[O:10][C:9]=3[CH:18]=[C:19]([OH:20])[C:5]=2[CH:4]=[CH:3]1, predict the reactants needed to synthesize it. The reactants are: [CH3:1][C:2]1([CH3:25])[O:7][C:6]2[C:8]3[C:13]([CH2:14][CH2:15][CH3:16])=[CH:12][C:11](=[O:17])[O:10][C:9]=3[CH:18]=[C:19]([O:20]C(=O)CC)[C:5]=2[CH:4]=[CH:3]1.C([O-])(O)=O.[Na+].O. (7) Given the product [Cl:18][C:19]1[CH:20]=[C:21]([CH:22]([C:13]2[CH:14]=[N:15][C:16]3[C:11]([CH:12]=2)=[CH:10][CH:9]=[CH:8][C:7]=3[Cl:6])[OH:23])[CH:24]=[CH:25][CH:26]=1, predict the reactants needed to synthesize it. The reactants are: C([Mg]Cl)(C)C.[Cl:6][C:7]1[CH:8]=[CH:9][CH:10]=[C:11]2[C:16]=1[N:15]=[CH:14][C:13](I)=[CH:12]2.[Cl:18][C:19]1[CH:20]=[C:21]([CH:24]=[CH:25][CH:26]=1)[CH:22]=[O:23].